This data is from Full USPTO retrosynthesis dataset with 1.9M reactions from patents (1976-2016). The task is: Predict the reactants needed to synthesize the given product. (1) Given the product [Cl:1][C:2]1[C:7]([Cl:8])=[CH:6][CH:5]=[CH:4][C:3]=1[CH2:9][O:10][C:12]1[N:13]=[C:14]([OH:28])[C:15]2[CH:21]=[CH:20][N:19]=[C:18]([C:22]3[N:23]=[CH:24][N:25]([CH3:27])[CH:26]=3)[C:16]=2[N:17]=1, predict the reactants needed to synthesize it. The reactants are: [Cl:1][C:2]1[C:7]([Cl:8])=[CH:6][CH:5]=[CH:4][C:3]=1[CH2:9][OH:10].Cl[C:12]1[N:13]=[C:14]([OH:28])[C:15]2[CH:21]=[CH:20][N:19]=[C:18]([C:22]3[N:23]=[CH:24][N:25]([CH3:27])[CH:26]=3)[C:16]=2[N:17]=1. (2) Given the product [C:1]([Si:5]([CH3:26])([CH3:25])[O:6][C:7]1[CH:8]=[CH:9][CH:10]=[C:11]2[C:16]=1[N:15]=[C:14]([NH:33][C:32]1[CH:34]=[CH:35][C:29]([O:28][CH3:27])=[CH:30][C:31]=1[N+:36]([O-:38])=[O:37])[CH:13]=[CH:12]2)([CH3:4])([CH3:3])[CH3:2], predict the reactants needed to synthesize it. The reactants are: [C:1]([Si:5]([CH3:26])([CH3:25])[O:6][C:7]1[CH:8]=[CH:9][CH:10]=[C:11]2[C:16]=1[N:15]=[C:14](OS(C(F)(F)F)(=O)=O)[CH:13]=[CH:12]2)([CH3:4])([CH3:3])[CH3:2].[CH3:27][O:28][C:29]1[CH:35]=[CH:34][C:32]([NH2:33])=[C:31]([N+:36]([O-:38])=[O:37])[CH:30]=1.C(=O)([O-])[O-].[Cs+].[Cs+]. (3) Given the product [Cl:12][C:13]1[CH:14]=[C:15]([CH:29]=[CH:30][C:31]=1[Cl:32])[CH2:16][CH:17]1[CH2:18][CH2:19][N:20]([CH2:23][CH:24]([NH:28][CH2:6][C:5]2[CH:8]=[CH:9][CH:10]=[CH:11][C:4]=2[N+:1]([O-:3])=[O:2])[CH:25]([CH3:27])[CH3:26])[CH2:21][CH2:22]1, predict the reactants needed to synthesize it. The reactants are: [N+:1]([C:4]1[CH:11]=[CH:10][CH:9]=[CH:8][C:5]=1[CH2:6]Br)([O-:3])=[O:2].[Cl:12][C:13]1[CH:14]=[C:15]([CH:29]=[CH:30][C:31]=1[Cl:32])[CH2:16][CH:17]1[CH2:22][CH2:21][N:20]([CH2:23][CH:24]([NH2:28])[CH:25]([CH3:27])[CH3:26])[CH2:19][CH2:18]1.C([O-])([O-])=O.[K+].[K+]. (4) Given the product [CH2:1]([O:8][C:9]([N:11]1[C@H:20]([C:21]([N:23]([CH2:33][C:34]2[CH:35]=[CH:36][C:37]([C:38]([NH:40][C@@H:41]3[CH2:45][N:44]([C:46]([O:48][C:49]([CH3:52])([CH3:51])[CH3:50])=[O:47])[C@H:43]([C:53]([OH:55])=[O:54])[CH2:42]3)=[O:39])=[CH:57][CH:58]=2)[C@@H:24]([C:26]2[CH:31]=[CH:30][CH:29]=[CH:28][C:27]=2[F:32])[CH3:25])=[O:22])[CH2:19][C:18]2[C:13](=[CH:14][CH:15]=[CH:16][CH:17]=2)[CH2:12]1)=[O:10])[C:2]1[CH:7]=[CH:6][CH:5]=[CH:4][CH:3]=1, predict the reactants needed to synthesize it. The reactants are: [CH2:1]([O:8][C:9]([N:11]1[C@H:20]([C:21]([N:23]([CH2:33][C:34]2[CH:58]=[CH:57][C:37]([C:38]([NH:40][C@@H:41]3[CH2:45][N:44]([C:46]([O:48][C:49]([CH3:52])([CH3:51])[CH3:50])=[O:47])[C@H:43]([C:53]([O:55]C)=[O:54])[CH2:42]3)=[O:39])=[CH:36][CH:35]=2)[C@@H:24]([C:26]2[CH:31]=[CH:30][CH:29]=[CH:28][C:27]=2[F:32])[CH3:25])=[O:22])[CH2:19][C:18]2[C:13](=[CH:14][CH:15]=[CH:16][CH:17]=2)[CH2:12]1)=[O:10])[C:2]1[CH:7]=[CH:6][CH:5]=[CH:4][CH:3]=1.[Li+].[OH-].Cl. (5) Given the product [F:26][C:22]1[CH:21]=[C:20]([CH:25]=[CH:24][CH:23]=1)[CH2:19][O:18][C:15]1[CH:16]=[CH:17][C:12]([CH2:11][CH2:10][N:5]([CH2:6][CH:7]2[CH2:8][CH2:9]2)[CH2:4][C:3]([NH:32][CH2:30][CH3:31])=[O:2])=[CH:13][C:14]=1[O:27][CH3:28], predict the reactants needed to synthesize it. The reactants are: C[O:2][C:3](=O)[CH2:4][N:5]([CH2:10][CH2:11][C:12]1[CH:17]=[CH:16][C:15]([O:18][CH2:19][C:20]2[CH:25]=[CH:24][CH:23]=[C:22]([F:26])[CH:21]=2)=[C:14]([O:27][CH3:28])[CH:13]=1)[CH2:6][CH:7]1[CH2:9][CH2:8]1.[CH2:30]([NH2:32])[CH3:31].C[Al](C)C.CO. (6) Given the product [C:11]([O:10][C:8]([N:5]1[CH2:4][CH2:3][C:2](=[O:1])[C:7](=[CH:17][N:18]([CH3:20])[CH3:19])[CH2:6]1)=[O:9])([CH3:14])([CH3:13])[CH3:12], predict the reactants needed to synthesize it. The reactants are: [O:1]=[C:2]1[CH2:7][CH2:6][N:5]([C:8]([O:10][C:11]([CH3:14])([CH3:13])[CH3:12])=[O:9])[CH2:4][CH2:3]1.CO[CH:17](OC)[N:18]([CH3:20])[CH3:19]. (7) Given the product [CH2:1]([NH2:5])[CH2:2][CH2:3][CH2:4][CH2:6][CH2:7][CH2:8][CH2:9][CH2:10][CH2:11][CH2:12][CH3:13], predict the reactants needed to synthesize it. The reactants are: [CH2:1]([NH2:5])[CH2:2][CH2:3][CH3:4].[C:6](O)(=O)[CH2:7][CH2:8][CH2:9][CH2:10][CH2:11][CH2:12][CH2:13]/C=[CH:6]\[CH2:7][CH2:8][CH2:9][CH2:10][CH2:11][CH2:12][CH2:13]C.